Dataset: Catalyst prediction with 721,799 reactions and 888 catalyst types from USPTO. Task: Predict which catalyst facilitates the given reaction. Reactant: [I:1][C:2]1[CH:3]=[C:4]([CH2:12][OH:13])[CH:5]=[C:6]([C:8]([F:11])([F:10])[F:9])[CH:7]=1.CC(OI1(OC(C)=O)(OC(C)=O)OC(=O)C2C=CC=CC1=2)=O.[OH-].[Na+]. Product: [I:1][C:2]1[CH:3]=[C:4]([CH:5]=[C:6]([C:8]([F:9])([F:10])[F:11])[CH:7]=1)[CH:12]=[O:13]. The catalyst class is: 2.